This data is from Reaction yield outcomes from USPTO patents with 853,638 reactions. The task is: Predict the reaction yield, written as a fraction of the theoretical maximum amount of product (1.0 means a 100% yield; for example, 0.34 means a 34% yield). (1) The reactants are [F:1][C:2]1[CH:7]=[C:6]([CH3:8])[CH:5]=[C:4]([F:9])[C:3]=1[CH:10]([CH3:15])[C:11]([O:13][CH3:14])=[O:12].C1C(=O)N([Br:23])C(=O)C1. The catalyst is C(Cl)(Cl)(Cl)Cl.CC(N=NC(C#N)(C)C)(C#N)C. The product is [Br:23][CH2:8][C:6]1[CH:7]=[C:2]([F:1])[C:3]([CH:10]([CH3:15])[C:11]([O:13][CH3:14])=[O:12])=[C:4]([F:9])[CH:5]=1. The yield is 0.860. (2) The reactants are [CH3:1][C:2]([C:11]1[CH:16]=[C:15]([C:17]2[CH:22]=[CH:21][N:20]=[CH:19][CH:18]=2)[CH:14]=[C:13]([N+:23]([O-])=O)[CH:12]=1)([CH3:10])[C:3]([O:5][C:6]([CH3:9])([CH3:8])[CH3:7])=[O:4]. The catalyst is [Pd].CO. The product is [NH2:23][C:13]1[CH:12]=[C:11]([C:2]([CH3:10])([CH3:1])[C:3]([O:5][C:6]([CH3:9])([CH3:8])[CH3:7])=[O:4])[CH:16]=[C:15]([C:17]2[CH:22]=[CH:21][N:20]=[CH:19][CH:18]=2)[CH:14]=1. The yield is 0.660. (3) The reactants are [Cl:1][C:2]1[CH:3]=[C:4]([N:8]2[CH2:21][CH2:20][C:10]3([CH2:19][CH2:18][CH2:17][C:12]4(OCC[O:13]4)[CH2:11]3)[C:9]2=[O:22])[CH:5]=[CH:6][CH:7]=1.C1COCC1.Cl. The catalyst is C(OCC)(=O)C. The product is [Cl:1][C:2]1[CH:3]=[C:4]([N:8]2[CH2:21][CH2:20][C:10]3([CH2:19][CH2:18][CH2:17][C:12](=[O:13])[CH2:11]3)[C:9]2=[O:22])[CH:5]=[CH:6][CH:7]=1. The yield is 0.970. (4) The reactants are C([O:4][C@H:5]1[C@@H:28]([O:29]C(=O)C)[C@H:27]([O:33]C(=O)C)[C@@H:26]([CH2:37][O:38]C(=O)C)[O:25][C@@H:6]1[O:7][C:8]1[CH:13]=[CH:12][C:11]([N:14]2[C:18]3=[N:19][CH:20]=[C:21]([Cl:23])[CH:22]=[C:17]3[CH:16]=[CH:15]2)=[CH:10][C:9]=1[Cl:24])(=O)C. The catalyst is CO. The product is [O:7]([C:8]1[CH:13]=[CH:12][C:11]([N:14]2[C:18]3=[N:19][CH:20]=[C:21]([Cl:23])[CH:22]=[C:17]3[CH:16]=[CH:15]2)=[CH:10][C:9]=1[Cl:24])[C@H:6]1[O:25][C@H:26]([CH2:37][OH:38])[C@@H:27]([OH:33])[C@H:28]([OH:29])[C@@H:5]1[OH:4]. The yield is 0.630.